From a dataset of Reaction yield outcomes from USPTO patents with 853,638 reactions. Predict the reaction yield, written as a fraction of the theoretical maximum amount of product (1.0 means a 100% yield; for example, 0.34 means a 34% yield). (1) The product is [F:50][C:47]1[CH:48]=[CH:49][C:44]2[N:45]([CH:51]=[C:42]([C:40]([NH:39][C@H:36]3[CH2:37][CH2:38][C@@H:33]([N:23]4[C:24](=[O:32])[C:25]5[CH:30]=[C:29]([F:31])[CH:28]=[N:27][C:26]=5[N:21]([C:17]5[CH:16]=[C:15]([C:12]6[CH:11]=[CH:10][C:9]([CH2:8][CH2:7][CH2:59][N:66]7[CH2:67][CH2:68][NH:69][CH2:70][CH2:71]7)=[CH:14][CH:13]=6)[CH:20]=[CH:19][CH:18]=5)[C:22]4=[O:52])[CH2:34][CH2:35]3)=[O:41])[N:43]=2)[CH:46]=1. The reactants are CS(OC[CH2:7][CH2:8][C:9]1[CH:14]=[CH:13][C:12]([C:15]2[CH:20]=[CH:19][CH:18]=[C:17]([N:21]3[C:26]4[N:27]=[CH:28][C:29]([F:31])=[CH:30][C:25]=4[C:24](=[O:32])[N:23]([C@H:33]4[CH2:38][CH2:37][C@@H:36]([NH:39][C:40]([C:42]5[N:43]=[C:44]6[CH:49]=[CH:48][C:47]([F:50])=[CH:46][N:45]6[CH:51]=5)=[O:41])[CH2:35][CH2:34]4)[C:22]3=[O:52])[CH:16]=2)=[CH:11][CH:10]=1)(=O)=O.C(=O)([O-])[O-].[K+].[K+].[C:59]([N:66]1[CH2:71][CH2:70][NH:69][CH2:68][CH2:67]1)(OC(C)(C)C)=O.Cl. The catalyst is C(#N)C.O1CCOCC1.O. The yield is 0.340. (2) The reactants are [F:1][C:2]1[CH:7]=[CH:6][C:5]([F:8])=[CH:4][C:3]=1[C@@H:9]1[N:13]([C:14]2[CH:19]=[CH:18][N:17]3[N:20]=[CH:21][C:22]([C:23]([OH:25])=O)=[C:16]3[N:15]=2)[C:12]([CH3:27])([CH3:26])[CH2:11][CH2:10]1.[Cl-].[NH4+:29]. No catalyst specified. The product is [F:1][C:2]1[CH:7]=[CH:6][C:5]([F:8])=[CH:4][C:3]=1[C@@H:9]1[N:13]([C:14]2[CH:19]=[CH:18][N:17]3[N:20]=[CH:21][C:22]([C:23]([NH2:29])=[O:25])=[C:16]3[N:15]=2)[C:12]([CH3:27])([CH3:26])[CH2:11][CH2:10]1. The yield is 0.330. (3) The reactants are [CH:1]([C:3]1[CH:4]=[C:5]([CH:9]=[CH:10][CH:11]=1)[C:6]([OH:8])=O)=[O:2].[N:12]1([C:18]([O:20][C:21]([CH3:24])([CH3:23])[CH3:22])=[O:19])[CH2:17][CH2:16][NH:15][CH2:14][CH2:13]1.CN(C(ON1N=NC2C=CC=NC1=2)=[N+](C)C)C.F[P-](F)(F)(F)(F)F.CN1CCOCC1. The catalyst is C(Cl)Cl.CN(C1C=CN=CC=1)C. The product is [CH:1]([C:3]1[CH:4]=[C:5]([CH:9]=[CH:10][CH:11]=1)[C:6]([N:15]1[CH2:14][CH2:13][N:12]([C:18]([O:20][C:21]([CH3:24])([CH3:23])[CH3:22])=[O:19])[CH2:17][CH2:16]1)=[O:8])=[O:2]. The yield is 0.780.